This data is from Experimentally validated miRNA-target interactions with 360,000+ pairs, plus equal number of negative samples. The task is: Binary Classification. Given a miRNA mature sequence and a target amino acid sequence, predict their likelihood of interaction. (1) The miRNA is hsa-miR-513a-3p with sequence UAAAUUUCACCUUUCUGAGAAGG. The protein sequence of the target gene is MTVKAEAARSTLTYSRMRGMVAILIAFMKQRRMGLNDFIQKIASNTYACKHAEVQSILKMSHPQEPELMNANPSPPPSPSQQINLGPSSNPHAKPSDFHFLKVIGKGSFGKVLLARHKAEEVFYAVKVLQKKAILKKKEEKHIMSERNVLLKNVKHPFLVGLHFSFQTADKLYFVLDYINGGELFYHLQRERCFLEPRARFYAAEIASALGYLHSLNIVYRDLKPENILLDSQGHIVLTDFGLCKENIEHNGTTSTFCGTPEYLAPEVLHKQPYDRTVDWWCLGAVLYEMLYGLPPFYSR.... Result: 0 (no interaction). (2) The miRNA is hsa-miR-1207-3p with sequence UCAGCUGGCCCUCAUUUC. The protein sequence of the target gene is MDEVEEDQHEARLKELFDSFDTLGTGSLGQEELTDLCHVLCLEDVGPVLQQTLLQDNLLGRVHFDQFKEALILILSRTLSSEEHFEESDCSPEAQPKYVRGGKRYGRRSLPEFQESGEEIEEVTVLEPLEEEARSSPIPAGDCGEHWKTQRSEEYEAEGQLRFWNPDDLNASHGGSCPPPDWIEEKLQEVCEDLGITRDGHLNRKKLVSICEQYGLQNVDGAMLEEVFLSLDPDGTMSVEDFFYGLFKTGKSLTPSASTPYRQLKRHLSMQSFDESGRRTATSSAMTSTIGFRVFSCLDD.... Result: 0 (no interaction). (3) The miRNA is hsa-miR-4435 with sequence AUGGCCAGAGCUCACACAGAGG. The protein sequence of the target gene is MKVTVGPDPSLVYRPDVDPEVAKDKASFRNYTSGPLLDRVFTTYKLMHTHQTVDFVRSKHAQFGGFSYKKMTVMEAVDLLDGLVDESDPDVDFPNSFHAFQTAEGIRKAHPDKDWFHLVGLLHDLGKVLALFGEPQWAVVGDTFPVGCRPQASVVFCDSTFQDNPDLQDPRYSTELGMYQPHCGLDRVLMSWGHDEYMYQVMKFNKFSLPPEAFYMIRFHSFYPWHTGRDYQQLCSQQDLAMLPWVREFNKFDLYTKCPDLPDVDKLRPYYQGLIDKYCPGILSW. Result: 1 (interaction). (4) The miRNA is mmu-miR-3962 with sequence AGGUAGUAGUUUGUACAUUU. Result: 0 (no interaction). The protein sequence of the target gene is MASFVTEVLAHSGRLEKEDLGTRISRLTRRVEEIKGEVCNMISKKYSEFLPSMQSAQGLITQVDKLSEDIDLLKSRIESEVRRDLHVSTGEFTDLKQQLERDSVVLSLLKQLQEFSTAIEEYNCALTEKKYVTGAQRLEEAQKCLKLLKSRKCFDLKILKSLSMELTIQKQNILYHLGEEWQKLIVWKFPPSKDTSSLESYLQTELHLYTEQSHKEEKTPMPPISSVLLAFSVLGELHSKLKSFGQMLLKYILRPLASCPSLHAVIESQPNIVIIRFESIMTNLEYPSPSEVFTKIRLVL.... (5) The miRNA is mmu-miR-1964-5p with sequence AGCUGGAGCACAAAAGCCGGUG. The protein sequence of the target gene is MACWPQLRLLLWKNLTFRRRQTCQLLLEVAWPLFIFLILISVRLSYPPYEQHECHFPNKAMPSAGTLPWVQGIICNANNPCFRYPTPGEAPGVVGNFNKSIVSRLFSDAQRLLLYSQRDTSIKDMHKVLRMLRQIKHPNSNLKLQDFLVDNETFSGFLQHNLSLPRSTVDSLLQANVGLQKVFLQGYQLHLASLCNGSKLEEIIQLGDAEVSALCGLPRKKLDAAERVLRYNMDILKPVVTKLNSTSHLPTQHLAEATTVLLDSLGGLAQELFSTKSWSDMRQEVMFLTNVNSSSSSTQI.... Result: 0 (no interaction). (6) Result: 0 (no interaction). The miRNA is hsa-miR-1250-5p with sequence ACGGUGCUGGAUGUGGCCUUU. The protein sequence of the target gene is MAPQRRAATKAPEGNGAAERRNRSSTKKDRAPREVQRLWQRPWLRTAGLGAGFVLTALLLWSSLGADDGVAEVLARRGEVVAGRFIEVPCSEDYDSHRRFEGCTPRKCGRGVTDVVITREEAERIRSVAEKGLSLGGSDGGASILDLHSGALSVGKHFVNLYRYFGDKIQNIFSEEDFRLYREVRQKVQLTIAEAFGISASSLHLTKPTFFSRINSTEARTAHDEYWHAHVDKVTYGSFDYTSLLYLSNYLEDFGGGRFMFMEEGANKTVEPRAGRVSFFTSGSENLHRVEKVHWGTRYA.... (7) The protein sequence of the target gene is MENQRSSPLSFPSVPQEETLRQAPAGLPRETLFQSRVLPPKEIPSLSPTIPRQGSLPQTSSAPKQETSGRMPHVLQKGPSLLCSAASEQETSLQGPLASQEGTQYPPPAAAEQEVSLLSHSPHHQEAPVHSPEAPEKDPLTLSPTVPETDMDPLLQSPVSQKDTPFQISSAVQKEQPLPTAEITRLAVWAAVQAVERKLEAQAMRLLTLEGRTGTNEKKIADCEKTAVEFANHLESKWVVLGTLLQEYGLLQRRLENMENLLKNRNFWILRLPPGSNGEVPKVPVTFDDVAVHFSEQEWG.... The miRNA is hsa-miR-106b-5p with sequence UAAAGUGCUGACAGUGCAGAU. Result: 1 (interaction). (8) The miRNA is mmu-miR-300-3p with sequence UAUGCAAGGGCAAGCUCUCUUC. The protein sequence of the target gene is MAEEGAVAVCVRVRPLNSREESLGETAQVYWKTDNNVIYQVDGSKSFNFDRVFHGNETTKNVYEEIAAPIIDSAIQGYNGTIFAYGQTASGKTYTMMGSEDHLGVIPRAIHDIFQKIKKFPDREFLLRVSYMEIYNETITDLLCGTQKMKPLIIREDVNRNVYVADLTEEVVYTSEMALKWITKGEKSRHYGETKMNQRSSRSHTIFRMILESREKGEPSNCEGSVKVSHLNLVDLAGSERAAQTGAAGVRLKEGCNINRSLFILGQVIKKLSDGQVGGFINYRDSKLTRILQNSLGGNA.... Result: 0 (no interaction). (9) The miRNA is hsa-miR-504-3p with sequence GGGAGUGCAGGGCAGGGUUUC. The protein sequence of the target gene is MAASSRAQVLSLYRAMLRESKRFSAYNYRTYAVRRIRDAFRENKNVKDPVEIQTLVNKAKRDLGVIRRQVHIGQLYSTDKLIIENRDMPRT. Result: 1 (interaction).